Dataset: Full USPTO retrosynthesis dataset with 1.9M reactions from patents (1976-2016). Task: Predict the reactants needed to synthesize the given product. (1) Given the product [NH2:32][CH2:31][C@H:5]([CH2:6][C@H:7]([NH:23][C:24]([C:26]1[N:27]=[N:28][NH:29][CH:30]=1)=[O:25])[CH2:8][C:9]1[CH:10]=[CH:11][C:12]([C:15]2[CH:20]=[C:19]([Cl:21])[CH:18]=[CH:17][C:16]=2[F:22])=[CH:13][CH:14]=1)[C:4]([OH:33])=[O:3], predict the reactants needed to synthesize it. The reactants are: C([O:3][C:4](=[O:33])[C@H:5]([CH2:31][NH2:32])[CH2:6][C@H:7]([NH:23][C:24]([C:26]1[N:27]=[N:28][NH:29][CH:30]=1)=[O:25])[CH2:8][C:9]1[CH:14]=[CH:13][C:12]([C:15]2[CH:20]=[C:19]([Cl:21])[CH:18]=[CH:17][C:16]=2[F:22])=[CH:11][CH:10]=1)C.[Li+].[OH-].CC(O)=O. (2) Given the product [CH3:25][O:24][C:19]1[CH:20]=[CH:21][CH:22]=[CH:23][C:18]=1[C:17]1[C:11]2[C:12](=[N:13][CH:14]=[C:9]([C:5]3[CH:4]=[C:3]([CH:2]([C:34]4[CH:39]=[CH:38][CH:37]=[CH:36][N:35]=4)[OH:1])[CH:8]=[CH:7][CH:6]=3)[CH:10]=2)[NH:15][N:16]=1, predict the reactants needed to synthesize it. The reactants are: [OH:1][CH:2]([C:34]1[CH:39]=[CH:38][CH:37]=[CH:36][N:35]=1)[C:3]1[CH:4]=[C:5]([C:9]2[CH:10]=[C:11]3[C:17]([C:18]4[CH:23]=[CH:22][CH:21]=[CH:20][C:19]=4[O:24][CH3:25])=[N:16][N:15](COC(=O)C(C)(C)C)[C:12]3=[N:13][CH:14]=2)[CH:6]=[CH:7][CH:8]=1.[OH-].[Na+].Cl.C(=O)(O)[O-].[Na+]. (3) Given the product [CH3:24][O:26][C:27](=[O:29])[C:20]([C:2]1[CH:10]=[CH:9][C:5]([CH2:6][CH2:7][OH:8])=[CH:4][CH:3]=1)([CH3:21])[CH3:11], predict the reactants needed to synthesize it. The reactants are: Br[C:2]1[CH:10]=[CH:9][C:5]([CH2:6][CH2:7][OH:8])=[CH:4][CH:3]=1.[CH3:11][Si](N[Si](C)(C)C)(C)C.[C:20](#N)[CH3:21].Cl.[CH2:24]([O:26][C:27](=[O:29])C)C. (4) Given the product [Br:17][CH2:1][CH2:2][CH2:3][CH2:4][CH2:5]/[CH:6]=[CH:7]\[CH2:8][CH2:9][CH2:10][CH2:11][CH2:12][CH2:13][CH3:14], predict the reactants needed to synthesize it. The reactants are: [CH2:1](O)[CH2:2][CH2:3][CH2:4][CH2:5]/[CH:6]=[CH:7]\[CH2:8][CH2:9][CH2:10][CH2:11][CH2:12][CH2:13][CH3:14].C(Br)(Br)(Br)[Br:17].C1(P(C2C=CC=CC=2)C2C=CC=CC=2)C=CC=CC=1. (5) The reactants are: [CH2:1]([NH:8][C:9](=[O:25])[C:10]1[CH:15]=[CH:14][C:13](B2OC(C)(C)C(C)(C)O2)=[CH:12][CH:11]=1)[C:2]1[CH:7]=[CH:6][CH:5]=[CH:4][CH:3]=1.Cl[C:27]1[C:28]([NH2:33])=[N:29][CH:30]=[CH:31][N:32]=1.C([O-])([O-])=O.[Na+].[Na+]. Given the product [NH2:33][C:28]1[C:27]([C:13]2[CH:12]=[CH:11][C:10]([C:9]([NH:8][CH2:1][C:2]3[CH:3]=[CH:4][CH:5]=[CH:6][CH:7]=3)=[O:25])=[CH:15][CH:14]=2)=[N:32][CH:31]=[CH:30][N:29]=1, predict the reactants needed to synthesize it. (6) Given the product [C:23]([NH:31][C:32]1[CH:33]=[C:34]([CH:38]=[CH:39][N:40]=1)[C:35]([NH:22][CH2:21][CH2:20][CH2:19][C:13]1[CH:18]=[CH:17][CH:16]=[CH:15][CH:14]=1)=[O:36])(=[O:30])[C:24]1[CH:25]=[CH:26][CH:27]=[CH:28][CH:29]=1, predict the reactants needed to synthesize it. The reactants are: FC(F)(F)C1C=CC(CN)=CC=1.[C:13]1([CH2:19][CH2:20][CH2:21][NH2:22])[CH:18]=[CH:17][CH:16]=[CH:15][CH:14]=1.[C:23]([NH:31][C:32]1[CH:33]=[C:34]([CH:38]=[CH:39][N:40]=1)[C:35](O)=[O:36])(=[O:30])[C:24]1[CH:29]=[CH:28][CH:27]=[CH:26][CH:25]=1. (7) Given the product [Si:1]([O:8][C@H:9]([C:42]1[CH:47]=[CH:46][C:45]([F:48])=[CH:44][CH:43]=1)[CH2:10][S:11][C@H:12]1[C:15](=[O:16])[N:14]([C:17]2[CH:18]=[CH:19][C:20]([C:23]#[C:24][CH2:25][NH:26][S:27]([CH3:30])(=[O:29])=[O:28])=[CH:21][CH:22]=2)[C@@H:13]1[C:31]1[CH:32]=[CH:33][C:34]([O:35][CH2:36][C:37]([NH:50][CH2:51][C:52]([OH:54])=[O:53])=[O:38])=[CH:40][CH:41]=1)([C:4]([CH3:7])([CH3:5])[CH3:6])([CH3:2])[CH3:3], predict the reactants needed to synthesize it. The reactants are: [Si:1]([O:8][C@H:9]([C:42]1[CH:47]=[CH:46][C:45]([F:48])=[CH:44][CH:43]=1)[CH2:10][S:11][C@H:12]1[C:15](=[O:16])[N:14]([C:17]2[CH:22]=[CH:21][C:20]([C:23]#[C:24][CH2:25][NH:26][S:27]([CH3:30])(=[O:29])=[O:28])=[CH:19][CH:18]=2)[C@@H:13]1[C:31]1[CH:41]=[CH:40][C:34]([O:35][CH2:36][C:37](O)=[O:38])=[CH:33][CH:32]=1)([C:4]([CH3:7])([CH3:6])[CH3:5])([CH3:3])[CH3:2].Cl.[NH2:50][CH2:51][C:52]([O:54]C)=[O:53].CN1CCOCC1.CN(C(ON1N=NC2C=CC=CC1=2)=[N+](C)C)C.[B-](F)(F)(F)F.C(N(CC)CC)C.[Li+].[Cl-]. (8) The reactants are: [C:1]([N:4]1[C:9]2=[CH:10][CH:11]=[C:12]3[C:17]([N:16]=[C:15]([CH:18]([CH3:20])[CH3:19])[N:14]([C:21]4[CH:26]=[CH:25][C:24]([Cl:27])=[CH:23][CH:22]=4)[C:13]3=[O:28])=[C:8]2[CH:7]=[CH:6][CH2:5]1)(=[O:3])[CH3:2]. Given the product [C:1]([N:4]1[C:9]2=[CH:10][CH:11]=[C:12]3[C:17]([N:16]=[C:15]([CH:18]([CH3:20])[CH3:19])[N:14]([C:21]4[CH:22]=[CH:23][C:24]([Cl:27])=[CH:25][CH:26]=4)[C:13]3=[O:28])=[C:8]2[CH2:7][CH2:6][CH2:5]1)(=[O:3])[CH3:2], predict the reactants needed to synthesize it. (9) Given the product [NH2:9][C:3]1[N:4]=[CH:5][N:6]=[C:7]([NH:10][CH2:11][CH:12]2[CH2:13][CH2:14][N:15]([C:18](=[O:20])[CH:41]=[C:42]([CH3:47])[CH3:43])[CH2:16][CH2:17]2)[C:2]=1[C:29]1[CH:30]=[CH:31][C:26]([O:25][C:32]2[CH:37]=[CH:36][CH:35]=[CH:34][CH:33]=2)=[CH:27][CH:28]=1, predict the reactants needed to synthesize it. The reactants are: Cl[C:2]1[C:3]([NH2:9])=[N:4][CH:5]=[N:6][C:7]=1Cl.[NH2:10][CH2:11][CH:12]1[CH2:17][CH2:16][N:15]([C:18]([O:20]C(C)(C)C)=O)[CH2:14][CH2:13]1.[O:25]([C:32]1[CH:37]=[CH:36][C:35](B(O)O)=[CH:34][CH:33]=1)[C:26]1[CH:31]=[CH:30][CH:29]=[CH:28][CH:27]=1.[CH3:41][C:42]([CH3:47])=[CH:43]C(Cl)=O.